Dataset: Full USPTO retrosynthesis dataset with 1.9M reactions from patents (1976-2016). Task: Predict the reactants needed to synthesize the given product. (1) Given the product [F:1][C:2]1[C:3]2[S:11][C:12]([NH2:13])=[N:8][C:4]=2[CH:5]=[CH:6][CH:7]=1, predict the reactants needed to synthesize it. The reactants are: [F:1][C:2]1[CH:7]=[CH:6][CH:5]=[C:4]([N+:8]([O-])=O)[C:3]=1[S:11][C:12]#[N:13].C(O)C.Cl. (2) Given the product [C:1]([C:5]1[O:9][N:8]=[C:7]([NH:10][C:11]([NH:13][C:14]2[CH:19]=[CH:18][CH:17]=[C:16]([O:20][C:21]3[C:30]4[C:25](=[CH:26][C:27]([O:35][CH3:36])=[C:28]([O:31][CH2:32][CH2:33][N:37]5[CH2:42][CH2:41][CH2:40][CH2:39][CH2:38]5)[CH:29]=4)[N:24]=[CH:23][N:22]=3)[CH:15]=2)=[O:12])[CH:6]=1)([CH3:4])([CH3:3])[CH3:2], predict the reactants needed to synthesize it. The reactants are: [C:1]([C:5]1[O:9][N:8]=[C:7]([NH:10][C:11]([NH:13][C:14]2[CH:19]=[CH:18][CH:17]=[C:16]([O:20][C:21]3[C:30]4[C:25](=[CH:26][C:27]([O:35][CH3:36])=[C:28]([O:31][CH2:32][CH2:33]Cl)[CH:29]=4)[N:24]=[CH:23][N:22]=3)[CH:15]=2)=[O:12])[CH:6]=1)([CH3:4])([CH3:3])[CH3:2].[NH:37]1[CH2:42][CH2:41][CH2:40][CH2:39][CH2:38]1.CCN(C(C)C)C(C)C.O. (3) Given the product [Br:1][CH2:2][C:3]([C:5]1[CH:10]=[CH:9][C:8]([Cl:11])=[CH:7][C:6]=1[Cl:12])([O:14][CH3:13])[O:4][CH3:21], predict the reactants needed to synthesize it. The reactants are: [Br:1][CH2:2][C:3]([C:5]1[CH:10]=[CH:9][C:8]([Cl:11])=[CH:7][C:6]=1[Cl:12])=[O:4].[CH:13](OC)(OC)[O:14]C.O.[C:21]1(C)C=CC(S(O)(=O)=O)=CC=1.